This data is from Peptide-MHC class I binding affinity with 185,985 pairs from IEDB/IMGT. The task is: Regression. Given a peptide amino acid sequence and an MHC pseudo amino acid sequence, predict their binding affinity value. This is MHC class I binding data. (1) The peptide sequence is RGKLKRRAI. The MHC is HLA-A02:06 with pseudo-sequence HLA-A02:06. The binding affinity (normalized) is 0.0847. (2) The MHC is Mamu-B1001 with pseudo-sequence Mamu-B1001. The peptide sequence is GNSSWPWQI. The binding affinity (normalized) is 0. (3) The peptide sequence is DIVKGLSGY. The MHC is HLA-B38:01 with pseudo-sequence HLA-B38:01. The binding affinity (normalized) is 0.0847. (4) The peptide sequence is SYGCPTNPF. The MHC is HLA-B40:01 with pseudo-sequence HLA-B40:01. The binding affinity (normalized) is 0.213.